Dataset: Peptide-MHC class II binding affinity with 134,281 pairs from IEDB. Task: Regression. Given a peptide amino acid sequence and an MHC pseudo amino acid sequence, predict their binding affinity value. This is MHC class II binding data. The peptide sequence is CISMIGLCACVVDVW. The MHC is HLA-DQA10301-DQB10302 with pseudo-sequence HLA-DQA10301-DQB10302. The binding affinity (normalized) is 0.187.